From a dataset of Catalyst prediction with 721,799 reactions and 888 catalyst types from USPTO. Predict which catalyst facilitates the given reaction. Reactant: Br[C:2]1[C:3]([CH2:18][CH3:19])=[C:4]2[C:9](=[CH:10][CH:11]=1)[CH2:8][N:7]([C:12](=[O:17])[C:13]([F:16])([F:15])[F:14])[CH2:6][CH2:5]2.[CH3:20][C:21]1([CH3:37])[C:25]([CH3:27])([CH3:26])[O:24][B:23]([B:23]2[O:24][C:25]([CH3:27])([CH3:26])[C:21]([CH3:37])([CH3:20])[O:22]2)[O:22]1.CC(O[K])=O. Product: [CH2:18]([C:3]1[C:2]([B:23]2[O:24][C:25]([CH3:27])([CH3:26])[C:21]([CH3:37])([CH3:20])[O:22]2)=[CH:11][CH:10]=[C:9]2[C:4]=1[CH2:5][CH2:6][N:7]([C:12](=[O:17])[C:13]([F:16])([F:15])[F:14])[CH2:8]2)[CH3:19]. The catalyst class is: 294.